Task: Predict the reaction yield, written as a fraction of the theoretical maximum amount of product (1.0 means a 100% yield; for example, 0.34 means a 34% yield).. Dataset: Reaction yield outcomes from USPTO patents with 853,638 reactions (1) The catalyst is CC(O)=O.C1COCC1.O. The reactants are [I:1][C:2]1[C:3]([O:20][CH2:21][CH2:22][O:23][Si](C)(C)C)=[CH:4][C:5]([CH:17]([CH3:19])[CH3:18])=[C:6]([CH:16]=1)[O:7][C:8]1[C:9]([NH2:15])=[N:10][C:11]([NH2:14])=[N:12][CH:13]=1. The yield is 0.860. The product is [NH2:14][C:11]1[N:10]=[C:9]([NH2:15])[C:8]([O:7][C:6]2[C:5]([CH:17]([CH3:18])[CH3:19])=[CH:4][C:3]([O:20][CH2:21][CH2:22][OH:23])=[C:2]([I:1])[CH:16]=2)=[CH:13][N:12]=1. (2) The reactants are [Cl:1][C:2]1[C:7]([N+:8]([O-:10])=[O:9])=[CH:6][N:5]=[C:4](O)[CH:3]=1.O=P(Cl)(Cl)[Cl:14]. The catalyst is C1(C)C=CC=CC=1. The product is [Cl:14][C:4]1[CH:3]=[C:2]([Cl:1])[C:7]([N+:8]([O-:10])=[O:9])=[CH:6][N:5]=1. The yield is 0.750.